The task is: Predict which catalyst facilitates the given reaction.. This data is from Catalyst prediction with 721,799 reactions and 888 catalyst types from USPTO. (1) Product: [Br:20][CH2:19][C:4]1[C:3]([C:1]#[N:2])=[CH:15][C:7]([C:8]([O:10][C:11]([CH3:12])([CH3:13])[CH3:14])=[O:9])=[C:6]([O:16][CH2:17][CH3:18])[CH:5]=1. The catalyst class is: 53. Reactant: [C:1]([C:3]1[C:4]([CH3:19])=[CH:5][C:6]([O:16][CH2:17][CH3:18])=[C:7]([CH:15]=1)[C:8]([O:10][C:11]([CH3:14])([CH3:13])[CH3:12])=[O:9])#[N:2].[Br:20]N1C(=O)CCC1=O.C(OOC(=O)C1C=CC=CC=1)(=O)C1C=CC=CC=1. (2) Reactant: [NH2:1][C:2]1[N:7]([CH2:8][C:9]2[CH:14]=[CH:13][CH:12]=[CH:11][CH:10]=2)[C:6](=[O:15])[NH:5][C:4](=[O:16])[C:3]=1Br.[CH3:18][C@H:19]1[CH2:24][CH2:23][C@H:22]([CH2:25][NH2:26])[CH2:21][CH2:20]1.C([O-])([O-])=O.[Na+].[Na+]. Product: [NH2:1][CH:2]1[N:7]([CH2:8][C:9]2[CH:14]=[CH:13][CH:12]=[CH:11][CH:10]=2)[C:6](=[O:15])[NH:5][C:4](=[O:16])[CH:3]1[NH:26][CH2:25][C@H:22]1[CH2:23][CH2:24][C@H:19]([CH3:18])[CH2:20][CH2:21]1. The catalyst class is: 374. (3) Reactant: [F:1][C:2]1[CH:10]=[CH:9][CH:8]=[C:7]2[C:3]=1[CH:4]=[CH:5][NH:6]2.[H-].[Na+].[CH3:13]I.[Cl-].[NH4+]. Product: [F:1][C:2]1[CH:10]=[CH:9][CH:8]=[C:7]2[C:3]=1[CH:4]=[CH:5][N:6]2[CH3:13]. The catalyst class is: 3. (4) Reactant: [C:1]1([NH2:8])[CH:6]=[CH:5][CH:4]=[CH:3][C:2]=1[NH2:7].[CH3:9][NH:10][C:11]1[CH:19]=[CH:18][C:14]([C:15](O)=O)=[CH:13][CH:12]=1.[OH-].[Na+]. Product: [NH:7]1[C:2]2[CH:3]=[CH:4][CH:5]=[CH:6][C:1]=2[N:8]=[C:15]1[C:14]1[CH:18]=[CH:19][C:11]([NH:10][CH3:9])=[CH:12][CH:13]=1. The catalyst class is: 6. (5) Reactant: [Br:1][CH2:2][CH2:3][OH:4].[CH3:5][C:6]([Si:9](Cl)([CH3:11])[CH3:10])([CH3:8])[CH3:7]. Product: [Br:1][CH2:2][CH2:3][O:4][Si:9]([C:6]([CH3:8])([CH3:7])[CH3:5])([CH3:11])[CH3:10]. The catalyst class is: 64. (6) Reactant: [C:1]([N:4]1[C:13]2[C:8](=[CH:9][CH:10]=[C:11]([S:14]([N:17](CC3C=CC(OC)=CC=3OC)[C:18]3[S:22][N:21]=[CH:20][N:19]=3)(=[O:16])=[O:15])[CH:12]=2)[N:7]([C:34]2[CH:39]=[CH:38][C:37]([C:40]([F:43])([F:42])[F:41])=[CH:36][C:35]=2[Cl:44])[CH2:6][CH2:5]1)(=[O:3])[CH3:2].C(O)(C(F)(F)F)=O. Product: [C:1]([N:4]1[C:13]2[C:8](=[CH:9][CH:10]=[C:11]([S:14]([NH:17][C:18]3[S:22][N:21]=[CH:20][N:19]=3)(=[O:15])=[O:16])[CH:12]=2)[N:7]([C:34]2[CH:39]=[CH:38][C:37]([C:40]([F:41])([F:43])[F:42])=[CH:36][C:35]=2[Cl:44])[CH2:6][CH2:5]1)(=[O:3])[CH3:2]. The catalyst class is: 2. (7) Reactant: [F:1][C:2]1[CH:3]=[C:4]([CH:19]=[CH:20][CH:21]=1)[CH2:5][O:6][C:7]1[CH:8]=[CH:9][C:10]2[CH:16]=[CH:15][NH:14][C:13](=[O:17])[CH2:12][C:11]=2[CH:18]=1.C(N(CC)CC)C.[CH3:29][O:30][CH2:31][C:32](Cl)=[O:33]. Product: [F:1][C:2]1[CH:3]=[C:4]([CH:19]=[CH:20][CH:21]=1)[CH2:5][O:6][C:7]1[CH:8]=[CH:9][C:10]2[CH:16]=[CH:15][N:14]([C:32](=[O:33])[CH2:31][O:30][CH3:29])[C:13](=[O:17])[CH2:12][C:11]=2[CH:18]=1. The catalyst class is: 4. (8) Reactant: [C:1]([O:4][C@H:5]1[O:51][C@@H:50]([CH2:52][O:53][C:54](=[O:56])[CH3:55])[C@@H:45]([O:46][C:47](=[O:49])[CH3:48])[C@H:40]([O:41][C:42](=[O:44])[CH3:43])[C@@H:6]1[O:7][C@H:8]1[O:34][C@H:33]([CH2:35][O:36][C:37](=[O:39])[CH3:38])[C@@H:28]([O:29][C:30](=[O:32])[CH3:31])[C@H:23]([O:24][C:25](=[O:27])[CH3:26])[C@@H:9]1[O:10][C:11](=[O:22])[NH:12]C1C=CC([N+]([O-])=O)=CC=1)(=[O:3])[CH3:2].C1COCC1.N. Product: [C:1]([O:4][C@H:5]1[O:51][C@@H:50]([CH2:52][O:53][C:54](=[O:56])[CH3:55])[C@@H:45]([O:46][C:47](=[O:49])[CH3:48])[C@H:40]([O:41][C:42](=[O:44])[CH3:43])[C@@H:6]1[O:7][C@H:8]1[O:34][C@H:33]([CH2:35][O:36][C:37](=[O:39])[CH3:38])[C@@H:28]([O:29][C:30](=[O:32])[CH3:31])[C@H:23]([O:24][C:25](=[O:27])[CH3:26])[C@@H:9]1[O:10][C:11](=[O:22])[NH2:12])(=[O:3])[CH3:2]. The catalyst class is: 4. (9) Reactant: [N:1]1[CH2:6][CH2:5][CH2:4][N:3]2[C:7](=[O:10])[S:8][CH2:9][C:2]=12.[F:11][C:12]([F:33])([F:32])[C:13]1[CH:27]=[C:26]([C:28]([F:31])([F:30])[F:29])[CH:25]=[CH:24][C:14]=1[CH2:15][N:16]1[CH2:21][CH2:20][CH:19]([CH:22]=O)[CH2:18][CH2:17]1.C([O-])(=O)C.[NH2+]1CCCCC1. The catalyst class is: 41. Product: [F:33][C:12]([F:11])([F:32])[C:13]1[CH:27]=[C:26]([C:28]([F:31])([F:30])[F:29])[CH:25]=[CH:24][C:14]=1[CH2:15][N:16]1[CH2:21][CH2:20][CH:19](/[CH:22]=[C:9]2\[S:8][C:7](=[O:10])[N:3]3[CH2:4][CH2:5][CH2:6][N:1]=[C:2]\23)[CH2:18][CH2:17]1.